This data is from NCI-60 drug combinations with 297,098 pairs across 59 cell lines. The task is: Regression. Given two drug SMILES strings and cell line genomic features, predict the synergy score measuring deviation from expected non-interaction effect. Drug 1: CCCS(=O)(=O)NC1=C(C(=C(C=C1)F)C(=O)C2=CNC3=C2C=C(C=N3)C4=CC=C(C=C4)Cl)F. Drug 2: C1CCC(C1)C(CC#N)N2C=C(C=N2)C3=C4C=CNC4=NC=N3. Cell line: PC-3. Synergy scores: CSS=-3.65, Synergy_ZIP=1.56, Synergy_Bliss=-0.0645, Synergy_Loewe=-1.47, Synergy_HSA=-2.12.